Dataset: Reaction yield outcomes from USPTO patents with 853,638 reactions. Task: Predict the reaction yield, written as a fraction of the theoretical maximum amount of product (1.0 means a 100% yield; for example, 0.34 means a 34% yield). (1) The reactants are [CH3:1][N:2]([CH3:29])[C:3]1[C:12]2[C:7](=[CH:8][CH:9]=[CH:10][CH:11]=2)[N:6]=[C:5](/[CH:13]=[CH:14]/[C:15]2[N:20]=[C:19]([C:21]([OH:23])=O)[CH:18]=[C:17]([N:24]3[CH2:28][CH2:27][CH2:26][CH2:25]3)[N:16]=2)[N:4]=1.[CH:30]1([NH2:33])[CH2:32][CH2:31]1.Cl.C(N=C=NCCCN(C)C)C.ON1C2C=CC=CC=2N=N1.C(=O)(O)[O-].[Na+]. The catalyst is CN(C)C=O. The product is [CH:30]1([NH:33][C:21]([C:19]2[CH:18]=[C:17]([N:24]3[CH2:25][CH2:26][CH2:27][CH2:28]3)[N:16]=[C:15](/[CH:14]=[CH:13]/[C:5]3[N:4]=[C:3]([N:2]([CH3:1])[CH3:29])[C:12]4[C:7](=[CH:8][CH:9]=[CH:10][CH:11]=4)[N:6]=3)[N:20]=2)=[O:23])[CH2:32][CH2:31]1. The yield is 0.730. (2) The reactants are Cl[C:2]1[N:7]=[C:6]([NH:8][CH:9]2[CH2:17][CH:16]3[N:12]([CH2:13][CH2:14][CH2:15]3)[C:11]([CH3:19])([CH3:18])[CH2:10]2)[C:5]([F:20])=[CH:4][N:3]=1.[O:21]1[CH2:25][CH2:24][C@H:23]([O:26][C:27]2[CH:32]=[CH:31][C:30]([NH2:33])=[CH:29][C:28]=2[N:34]2[C:38](=[O:39])[N:37]([CH3:40])[N:36]=[N:35]2)[CH2:22]1. The catalyst is CC(O)C. The product is [NH3:3].[CH3:22][OH:21].[O:21]1[CH2:25][CH2:24][C@H:23]([O:26][C:27]2[CH:32]=[CH:31][C:30]([NH:33][C:2]3[N:7]=[C:6]([NH:8][CH:9]4[CH2:17][CH:16]5[N:12]([CH2:13][CH2:14][CH2:15]5)[C:11]([CH3:19])([CH3:18])[CH2:10]4)[C:5]([F:20])=[CH:4][N:3]=3)=[CH:29][C:28]=2[N:34]2[C:38](=[O:39])[N:37]([CH3:40])[N:36]=[N:35]2)[CH2:22]1. The yield is 0.0100. (3) The reactants are [C:1]1([C:6]([NH:8][CH2:9][CH3:10])=O)[CH2:5][CH2:4][CH2:3][CH:2]=1.[H-].[Al+3].[Li+].[H-].[H-].[H-]. The catalyst is O1CCCC1. The product is [CH:1]1([CH2:6][NH:8][CH2:9][CH3:10])[CH2:5][CH2:4][CH2:3][CH2:2]1. The yield is 0.400. (4) The reactants are [C:1]([C:5]1[N:10]=[CH:9][N:8]=[C:7]([N:11]2[CH:15]([OH:16])[CH:14]([OH:17])[N:13]([CH3:18])[C:12]2=[O:19])[CH:6]=1)([CH3:4])([CH3:3])[CH3:2].S(=O)(=O)(O)O.C(Cl)Cl.[CH2:28](O)[CH3:29]. No catalyst specified. The product is [C:1]([C:5]1[N:10]=[CH:9][N:8]=[C:7]([N:11]2[CH:15]([OH:16])[CH:14]([O:17][CH2:28][CH3:29])[N:13]([CH3:18])[C:12]2=[O:19])[CH:6]=1)([CH3:4])([CH3:2])[CH3:3]. The yield is 0.130. (5) No catalyst specified. The product is [CH2:14]([N:13]([CH2:16][CH3:17])[CH2:12][CH2:11][N:7]1[C:8]2[C:4](=[CH:3][C:2]([NH:1][S:30]([C:27]3[CH:26]=[CH:25][C:24]([C:18]4[CH:23]=[CH:22][CH:21]=[CH:20][CH:19]=4)=[CH:29][CH:28]=3)(=[O:32])=[O:31])=[CH:10][CH:9]=2)[CH:5]=[CH:6]1)[CH3:15]. The yield is 0.680. The reactants are [NH2:1][C:2]1[CH:3]=[C:4]2[C:8](=[CH:9][CH:10]=1)[N:7]([CH2:11][CH2:12][N:13]([CH2:16][CH3:17])[CH2:14][CH3:15])[CH:6]=[CH:5]2.[C:18]1([C:24]2[CH:29]=[CH:28][C:27]([S:30](Cl)(=[O:32])=[O:31])=[CH:26][CH:25]=2)[CH:23]=[CH:22][CH:21]=[CH:20][CH:19]=1.